Predict which catalyst facilitates the given reaction. From a dataset of Catalyst prediction with 721,799 reactions and 888 catalyst types from USPTO. (1) Reactant: [CH3:1][O:2][C:3]1[C:8]2[C:9]([CH3:15])=[C:10]([C:12]([OH:14])=O)[O:11][C:7]=2[CH:6]=[CH:5][C:4]=1[CH2:16][O:17]C(=O)C(F)(F)F.[C:24]([O:28][C:29](=[O:51])[C@@H:30]([NH:34][S:35]([C:38]1[CH:43]=[CH:42][C:41]([C:44]2[CH:49]=[CH:48][C:47]([NH2:50])=[CH:46][CH:45]=2)=[CH:40][CH:39]=1)(=[O:37])=[O:36])[CH:31]([CH3:33])[CH3:32])([CH3:27])([CH3:26])[CH3:25].F[P-](F)(F)(F)(F)F.N1(O[P+](N(C)C)(N(C)C)N(C)C)C2C=CC=CC=2N=N1.C(N(CC)C(C)C)(C)C. Product: [C:24]([O:28][C:29](=[O:51])[C@@H:30]([NH:34][S:35]([C:38]1[CH:39]=[CH:40][C:41]([C:44]2[CH:45]=[CH:46][C:47]([NH:50][C:12]([C:10]3[O:11][C:7]4[CH:6]=[CH:5][C:4]([CH2:16][OH:17])=[C:3]([O:2][CH3:1])[C:8]=4[C:9]=3[CH3:15])=[O:14])=[CH:48][CH:49]=2)=[CH:42][CH:43]=1)(=[O:37])=[O:36])[CH:31]([CH3:33])[CH3:32])([CH3:26])([CH3:27])[CH3:25]. The catalyst class is: 650. (2) Reactant: [NH2:1][C:2](=O)[CH2:3][N:4]1[C:9](=[N:10]S(C2C=CC(C)=CC=2)(=O)=O)[CH:8]=[CH:7][C:6]([O:21][C:22]2[CH:23]=[C:24]([NH:28][C:29](=[O:41])[C:30]3[CH:35]=[CH:34][CH:33]=[C:32]([C:36]4([C:39]#[N:40])[CH2:38][CH2:37]4)[CH:31]=3)[CH:25]=[CH:26][CH:27]=2)=[CH:5]1.[F:50][C:49]([F:52])([F:51])[C:48](O[C:48](=[O:53])[C:49]([F:52])([F:51])[F:50])=[O:53].O. Product: [C:39]([C:36]1([C:32]2[CH:31]=[C:30]([CH:35]=[CH:34][CH:33]=2)[C:29]([NH:28][C:24]2[CH:25]=[CH:26][CH:27]=[C:22]([O:21][C:6]3[CH:7]=[CH:8][C:9]4[N:4]([CH:3]=[C:2]([NH:1][C:48](=[O:53])[C:49]([F:50])([F:51])[F:52])[N:10]=4)[CH:5]=3)[CH:23]=2)=[O:41])[CH2:38][CH2:37]1)#[N:40]. The catalyst class is: 4.